Dataset: Forward reaction prediction with 1.9M reactions from USPTO patents (1976-2016). Task: Predict the product of the given reaction. Given the reactants [Cl:1][C:2]1[C:7]([N+:8]([O-])=O)=[C:6]([Cl:11])[CH:5]=[C:4]([CH3:12])[N:3]=1.CO, predict the reaction product. The product is: [Cl:1][C:2]1[C:7]([NH2:8])=[C:6]([Cl:11])[CH:5]=[C:4]([CH3:12])[N:3]=1.